Dataset: Forward reaction prediction with 1.9M reactions from USPTO patents (1976-2016). Task: Predict the product of the given reaction. (1) Given the reactants CC1(C)[O:6][CH:5]([CH2:7][O:8][C:9]([N:11]2[CH2:16][CH2:15][C:14]3[C:17]([C:33]#[N:34])=[C:18]([NH:20][C:21](=[O:32])[CH2:22][CH2:23][C:24]4[CH:29]=[CH:28][CH:27]=[CH:26][C:25]=4[O:30][CH3:31])[S:19][C:13]=3[CH2:12]2)=[O:10])[CH2:4][O:3]1.CC1C=CC(S(O)(=O)=O)=CC=1.C(N(CC)CC)C, predict the reaction product. The product is: [OH:6][CH:5]([CH2:4][OH:3])[CH2:7][O:8][C:9]([N:11]1[CH2:16][CH2:15][C:14]2[C:17]([C:33]#[N:34])=[C:18]([NH:20][C:21](=[O:32])[CH2:22][CH2:23][C:24]3[CH:29]=[CH:28][CH:27]=[CH:26][C:25]=3[O:30][CH3:31])[S:19][C:13]=2[CH2:12]1)=[O:10]. (2) Given the reactants [NH2:1][CH2:2][CH2:3][C:4]1[CH:20]=[CH:19][C:7]([O:8][C:9]2[CH:14]=[CH:13][C:12]([NH:15][C:16](=[O:18])[CH3:17])=[CH:11][CH:10]=2)=[CH:6][CH:5]=1.[CH:21](=O)[C:22]1[CH:27]=[CH:26][CH:25]=[CH:24][CH:23]=1, predict the reaction product. The product is: [CH2:21]([NH:1][CH2:2][CH2:3][C:4]1[CH:20]=[CH:19][C:7]([O:8][C:9]2[CH:14]=[CH:13][C:12]([NH:15][C:16](=[O:18])[CH3:17])=[CH:11][CH:10]=2)=[CH:6][CH:5]=1)[C:22]1[CH:27]=[CH:26][CH:25]=[CH:24][CH:23]=1. (3) Given the reactants Cl[C:2]1[CH:7]=[CH:6][C:5]([C:8]2([C:11]([N:13]3[CH2:17][CH2:16][C@@:15]4([C:21]5[CH:22]=[CH:23][CH:24]=[CH:25][C:20]=5[C:19](=[O:26])[O:18]4)[CH2:14]3)=[O:12])[CH2:10][CH2:9]2)=[CH:4][CH:3]=1.[N:27]1[CH:32]=[C:31](B(O)O)[CH:30]=[N:29][CH:28]=1.C(=O)([O-])[O-].[Cs+].[Cs+].O1CCOCC1, predict the reaction product. The product is: [N:27]1[CH:32]=[C:31]([C:2]2[CH:3]=[CH:4][C:5]([C:8]3([C:11]([N:13]4[CH2:17][CH2:16][C@@:15]5([C:21]6[CH:22]=[CH:23][CH:24]=[CH:25][C:20]=6[C:19](=[O:26])[O:18]5)[CH2:14]4)=[O:12])[CH2:10][CH2:9]3)=[CH:6][CH:7]=2)[CH:30]=[N:29][CH:28]=1. (4) Given the reactants [F:1][C:2]([F:23])([F:22])[C:3]1[CH:8]=[C:7]([C:9]2[CH:10]=[CH:11][C:12]3[N:19]4[CH2:20][C@H:15]([CH2:16][CH2:17][CH2:18]4)[NH:14][C:13]=3[N:21]=2)[CH:6]=[CH:5][N:4]=1.C(N(CC)CC)C.[C:31](=[O:42])(OC(Cl)(Cl)Cl)OC(Cl)(Cl)Cl.[N:43]1[CH:48]=[C:47]([NH2:49])[CH:46]=[N:45][CH:44]=1, predict the reaction product. The product is: [N:43]1[CH:48]=[C:47]([NH:49][C:31]([N:14]2[C@@H:15]3[CH2:20][N:19]([CH2:18][CH2:17][CH2:16]3)[C:12]3[CH:11]=[CH:10][C:9]([C:7]4[CH:6]=[CH:5][N:4]=[C:3]([C:2]([F:1])([F:22])[F:23])[CH:8]=4)=[N:21][C:13]2=3)=[O:42])[CH:46]=[N:45][CH:44]=1. (5) Given the reactants Cl.[C:2]1([CH3:15])[CH:7]=[CH:6][CH:5]=[C:4]([C:8]2([CH2:13][NH2:14])[CH2:12][CH:11]=[CH:10][CH2:9]2)[CH:3]=1.C(N(CC)CC)C.[C:23](O[C:23]([O:25][C:26]([CH3:29])([CH3:28])[CH3:27])=[O:24])([O:25][C:26]([CH3:29])([CH3:28])[CH3:27])=[O:24], predict the reaction product. The product is: [C:26]([O:25][C:23](=[O:24])[NH:14][CH2:13][C:8]1([C:4]2[CH:3]=[C:2]([CH3:15])[CH:7]=[CH:6][CH:5]=2)[CH2:12][CH:11]=[CH:10][CH2:9]1)([CH3:29])([CH3:28])[CH3:27]. (6) Given the reactants [OH:1][CH2:2][CH2:3][CH:4]1[CH2:9][CH2:8][N:7]([C:10](=O)[CH2:11][O:12][CH2:13][CH2:14][C:15]2[CH:20]=[CH:19][CH:18]=[CH:17][CH:16]=2)[CH2:6][CH2:5]1.CO, predict the reaction product. The product is: [CH2:13]([O:12][CH2:11][CH2:10][N:7]1[CH2:8][CH2:9][CH:4]([CH2:3][CH2:2][OH:1])[CH2:5][CH2:6]1)[CH2:14][C:15]1[CH:20]=[CH:19][CH:18]=[CH:17][CH:16]=1. (7) The product is: [CH2:1]([Sn:5]([CH2:20][CH2:19][CH2:18][CH3:17])([CH2:22][C:12]1[C:21]2[C:16](=[CH:17][CH:18]=[CH:19][CH:20]=2)[CH:15]=[CH:14][CH:13]=1)[CH2:6][C:7]1[C:13]2[C:12](=[CH:21][CH:16]=[CH:15][CH:14]=2)[CH:22]=[CH:9][CH:8]=1)[CH2:2][CH2:3][CH3:4]. Given the reactants [CH2:1]([Sn:5](Cl)(Cl)[CH2:6][CH2:7][CH2:8][CH3:9])[CH2:2][CH2:3][CH3:4].[C:12]1([CH2:22][Mg]Cl)[C:21]2[C:16](=[CH:17][CH:18]=[CH:19][CH:20]=2)[CH:15]=[CH:14][CH:13]=1.Cl, predict the reaction product.